This data is from Full USPTO retrosynthesis dataset with 1.9M reactions from patents (1976-2016). The task is: Predict the reactants needed to synthesize the given product. (1) Given the product [CH2:22]([NH:26][C:16](=[O:18])[C:15]1[CH:19]=[CH:20][CH:21]=[C:13]([C:7]2[CH:8]=[CH:9][CH:10]=[CH:11][CH:12]=2)[CH:14]=1)[CH:23]([CH3:25])[CH3:24], predict the reactants needed to synthesize it. The reactants are: C(Cl)(=O)C(Cl)=O.[C:7]1([C:13]2[CH:14]=[C:15]([CH:19]=[CH:20][CH:21]=2)[C:16]([OH:18])=O)[CH:12]=[CH:11][CH:10]=[CH:9][CH:8]=1.[CH2:22]([NH2:26])[CH:23]([CH3:25])[CH3:24]. (2) Given the product [CH:1]1([O:6][C:7]2[C:12]([CH2:13][NH:14][C:15]([NH:16][C:17]3[CH:35]=[CH:34][C:20]([CH2:21][NH:22][S:23](=[O:24])(=[O:25])[NH2:26])=[CH:19][CH:18]=3)=[O:36])=[CH:11][CH:10]=[C:9]([C:37]([F:40])([F:39])[F:38])[N:8]=2)[CH2:2][CH2:3][CH2:4][CH2:5]1, predict the reactants needed to synthesize it. The reactants are: [CH:1]1([O:6][C:7]2[C:12]([CH2:13][NH:14][C:15](=[O:36])[NH:16][C:17]3[CH:35]=[CH:34][C:20]([CH2:21][NH:22][S:23]([NH:26]C(=O)OC(C)(C)C)(=[O:25])=[O:24])=[CH:19][CH:18]=3)=[CH:11][CH:10]=[C:9]([C:37]([F:40])([F:39])[F:38])[N:8]=2)[CH2:5][CH2:4][CH2:3][CH2:2]1.C(=O)(O)[O-].[Na+]. (3) Given the product [CH2:1]([C:3]1[C:18]([F:19])=[CH:17][C:6]([O:7][C:8]2[CH:15]=[CH:14][C:11]([C:12]([OH:26])=[O:22])=[CH:10][C:9]=2[F:16])=[C:5]([O:20][CH3:21])[CH:4]=1)[CH3:2], predict the reactants needed to synthesize it. The reactants are: [CH2:1]([C:3]1[C:18]([F:19])=[CH:17][C:6]([O:7][C:8]2[CH:15]=[CH:14][C:11]([C:12]#N)=[CH:10][C:9]=2[F:16])=[C:5]([O:20][CH3:21])[CH:4]=1)[CH3:2].[OH-:22].[Na+].Cl.C[OH:26]. (4) Given the product [Cl:1][C:2]1[CH:21]=[CH:20][CH:19]=[C:18]2[C:3]=1[C:4](=[O:5])[C:6]([C:7]#[N:8])=[CH:9][N:10]2[CH:11]([CH2:15][CH2:16][CH3:17])[CH2:12][CH2:13][CH3:14], predict the reactants needed to synthesize it. The reactants are: [Cl:1][C:2]1[CH:21]=[CH:20][CH:19]=[C:18](Cl)[C:3]=1[C:4](/[C:6](=[CH:9]/[NH:10][CH:11]([CH2:15][CH2:16][CH3:17])[CH2:12][CH2:13][CH3:14])/[C:7]#[N:8])=[O:5].[H-].[Na+].